This data is from Forward reaction prediction with 1.9M reactions from USPTO patents (1976-2016). The task is: Predict the product of the given reaction. (1) Given the reactants [Cl:1][C:2]1[CH:3]=[CH:4][C:5]([OH:12])=[C:6]([CH:11]=1)[C:7]([O:9][CH3:10])=[O:8].[Br:13]Br, predict the reaction product. The product is: [Br:13][C:4]1[C:5]([OH:12])=[C:6]([CH:11]=[C:2]([Cl:1])[CH:3]=1)[C:7]([O:9][CH3:10])=[O:8]. (2) Given the reactants [F:1][C:2]([F:26])([F:25])[C:3]1[CH:24]=[CH:23][C:6]([CH:7]=[C:8]2[C:14]3[CH:15]=[CH:16][CH:17]=[CH:18][C:13]=3[CH2:12][CH2:11][C:10]3[CH:19]=[CH:20][CH:21]=[CH:22][C:9]2=3)=[CH:5][CH:4]=1.C(OCC)(=O)C.[H][H], predict the reaction product. The product is: [F:1][C:2]([F:25])([F:26])[C:3]1[CH:4]=[CH:5][C:6]([CH2:7][CH:8]2[C:9]3[CH:22]=[CH:21][CH:20]=[CH:19][C:10]=3[CH2:11][CH2:12][C:13]3[CH:18]=[CH:17][CH:16]=[CH:15][C:14]2=3)=[CH:23][CH:24]=1. (3) Given the reactants C([O:3][P:4]([CH2:9][CH2:10][NH:11][C:12]([O:14][CH2:15][C:16]([CH3:39])=[CH:17][CH2:18][C:19]1[C:20]([O:32]CC[Si](C)(C)C)=[C:21]2[C:25](=[C:26]([CH3:30])[C:27]=1[CH2:28][CH3:29])[CH2:24][O:23][C:22]2=[O:31])=[O:13])(=[O:8])[O:5]CC)C.N1C(C)=CC=CC=1C.Br[Si](C)(C)C.CO, predict the reaction product. The product is: [CH2:28]([C:27]1[C:26]([CH3:30])=[C:25]2[C:21]([C:22](=[O:31])[O:23][CH2:24]2)=[C:20]([OH:32])[C:19]=1[CH2:18][CH:17]=[C:16]([CH3:39])[CH2:15][O:14][C:12]([NH:11][CH2:10][CH2:9][P:4](=[O:3])([OH:8])[OH:5])=[O:13])[CH3:29]. (4) The product is: [Br:1][C:2]1[CH:3]=[CH:4][C:5]([CH2:8][CH2:9][C:10]([NH:23][CH2:21][CH:22]([OH:40])[CH2:17][C:33]([CH3:34])([CH3:35])[CH2:13][CH3:14])=[O:12])=[N:6][CH:7]=1. Given the reactants [Br:1][C:2]1[CH:3]=[CH:4][C:5]([CH2:8][CH2:9][C:10]([OH:12])=O)=[N:6][CH:7]=1.[CH2:13](Cl)[CH2:14]Cl.[CH:17]1[CH:17]=[CH:22][C:21]2[N:23](O)N=[N:23][C:21]=2[CH:22]=1.C(N([CH:33]([CH3:35])[CH3:34])CC)(C)C.CN(C=[O:40])C, predict the reaction product.